From a dataset of Forward reaction prediction with 1.9M reactions from USPTO patents (1976-2016). Predict the product of the given reaction. (1) Given the reactants C([O:3][C:4](=[O:34])[CH2:5][N:6]1[C:14]2[C:13]([NH:15][C:16]3[CH:21]=[CH:20][C:19]([O:22][C:23]4[CH:28]=[CH:27][CH:26]=[C:25]([C:29]([F:32])([F:31])[F:30])[CH:24]=4)=[C:18]([Cl:33])[CH:17]=3)=[N:12][CH:11]=[N:10][C:9]=2[CH:8]=[CH:7]1)C.Cl, predict the reaction product. The product is: [Cl:33][C:18]1[CH:17]=[C:16]([NH:15][C:13]2[C:14]3[N:6]([CH2:5][C:4]([OH:34])=[O:3])[CH:7]=[CH:8][C:9]=3[N:10]=[CH:11][N:12]=2)[CH:21]=[CH:20][C:19]=1[O:22][C:23]1[CH:28]=[CH:27][CH:26]=[C:25]([C:29]([F:30])([F:32])[F:31])[CH:24]=1. (2) The product is: [F:13][C:14]1[CH:36]=[C:35]([N+:37]([O-:39])=[O:38])[CH:34]=[CH:33][C:15]=1[O:16][C:17]1[CH:22]=[CH:21][N:20]=[C:19]2[CH:23]=[C:24]([C:26]3[CH:27]=[C:28]([CH:29]=[CH:30][CH:31]=3)[O:32][CH2:47][CH2:46][N:43]3[CH2:44][CH2:45][O:40][CH2:41][CH2:42]3)[S:25][C:18]=12. Given the reactants CCOC(/N=N/C(OCC)=O)=O.[F:13][C:14]1[CH:36]=[C:35]([N+:37]([O-:39])=[O:38])[CH:34]=[CH:33][C:15]=1[O:16][C:17]1[CH:22]=[CH:21][N:20]=[C:19]2[CH:23]=[C:24]([C:26]3[CH:27]=[C:28]([OH:32])[CH:29]=[CH:30][CH:31]=3)[S:25][C:18]=12.[O:40]1[CH2:45][CH2:44][N:43]([CH2:46][CH2:47]O)[CH2:42][CH2:41]1.C1(P(C2C=CC=CC=2)C2C=CC=CC=2)C=CC=CC=1, predict the reaction product. (3) Given the reactants [CH3:1][O:2][C:3]1[CH:4]=[C:5]([CH:33]=[CH:34][C:35]=1[O:36][CH3:37])[CH2:6][N:7]1[CH2:12][CH2:11][CH:10]([N:13]([CH3:32])[C:14]([N:16]2[CH:20]=[C:19]([C:21]3[CH:26]=[CH:25][CH:24]=[C:23]([NH:27][S:28]([CH3:31])(=[O:30])=[O:29])[CH:22]=3)[N:18]=[CH:17]2)=[O:15])[CH2:9][CH2:8]1.[ClH:38], predict the reaction product. The product is: [ClH:38].[CH3:1][O:2][C:3]1[CH:4]=[C:5]([CH:33]=[CH:34][C:35]=1[O:36][CH3:37])[CH2:6][N:7]1[CH2:12][CH2:11][CH:10]([N:13]([CH3:32])[C:14]([N:16]2[CH:20]=[C:19]([C:21]3[CH:26]=[CH:25][CH:24]=[C:23]([NH:27][S:28]([CH3:31])(=[O:30])=[O:29])[CH:22]=3)[N:18]=[CH:17]2)=[O:15])[CH2:9][CH2:8]1.